This data is from Forward reaction prediction with 1.9M reactions from USPTO patents (1976-2016). The task is: Predict the product of the given reaction. (1) Given the reactants [F:1][C:2]([F:10])([F:9])[CH2:3][CH2:4][S:5](Cl)(=[O:7])=[O:6].[CH:11]1[C:19]2[N:18]3[C:20]([CH:23]4[CH:27]([CH3:28])[CH2:26][CH:25]([NH2:29])[CH2:24]4)=[CH:21][N:22]=[C:17]3[CH:16]=[N:15][C:14]=2[NH:13][CH:12]=1, predict the reaction product. The product is: [CH:11]1[C:19]2[N:18]3[C:20]([C@@H:23]4[C@H:27]([CH3:28])[CH2:26][C@H:25]([NH:29][S:5]([CH2:4][CH2:3][C:2]([F:10])([F:9])[F:1])(=[O:7])=[O:6])[CH2:24]4)=[CH:21][N:22]=[C:17]3[CH:16]=[N:15][C:14]=2[NH:13][CH:12]=1. (2) Given the reactants [CH2:1]([CH:7]([O:30][C:31](=[O:41])[C:32]1[CH:37]=[CH:36][C:35]([N+:38]([O-])=O)=[CH:34][CH:33]=1)[CH2:8][CH:9]=[CH:10][CH2:11][CH2:12][CH2:13][CH2:14][CH2:15][CH2:16][CH2:17][C:18]([O:20][C:21]1[CH:26]=[CH:25][C:24]([N+:27]([O-])=O)=[CH:23][CH:22]=1)=[O:19])[CH2:2][CH2:3][CH2:4][CH2:5][CH3:6], predict the reaction product. The product is: [NH2:27][C:24]1[CH:23]=[CH:22][C:21]([O:20][C:18]([CH2:17][CH2:16][CH2:15][CH2:14][CH2:13][CH2:12][CH2:11][CH:10]=[CH:9][CH2:8][CH:7]([O:30][C:31](=[O:41])[C:32]2[CH:37]=[CH:36][C:35]([NH2:38])=[CH:34][CH:33]=2)[CH2:1][CH2:2][CH2:3][CH2:4][CH2:5][CH3:6])=[O:19])=[CH:26][CH:25]=1. (3) Given the reactants [CH:1]([C:4]1[S:8][N:7]=[C:6]([C:9](O)=[O:10])[CH:5]=1)([CH3:3])[CH3:2], predict the reaction product. The product is: [CH:1]([C:4]1[S:8][N:7]=[C:6]([CH2:9][OH:10])[CH:5]=1)([CH3:3])[CH3:2]. (4) Given the reactants [CH2:1]([N:3]([CH2:13][CH3:14])[C:4]1[CH:5]=[N:6][N:7]2[CH:12]=[CH:11][CH:10]=[CH:9][C:8]=12)[CH3:2].C([Li])CCC.[I:20]CCI.C(OCC)(=O)C.CCCCCC, predict the reaction product. The product is: [CH2:13]([N:3]([CH2:1][CH3:2])[C:4]1[CH:5]=[N:6][N:7]2[C:12]([I:20])=[CH:11][CH:10]=[CH:9][C:8]=12)[CH3:14]. (5) Given the reactants Br[C:2]1[CH:3]=[CH:4][C:5]([N:16]2[CH2:20][CH2:19][CH2:18][CH:17]2[CH3:21])=[C:6](/[CH:8]=[C:9](\[CH3:15])/[C:10]([O:12][CH2:13][CH3:14])=[O:11])[CH:7]=1.[CH2:22]([O:26][CH2:27][CH2:28][O:29][C:30]1[CH:35]=[CH:34][C:33](OB(O)O)=[CH:32][CH:31]=1)[CH2:23][CH2:24][CH3:25].C(=O)([O-])[O-].[K+].[K+], predict the reaction product. The product is: [CH2:22]([O:26][CH2:27][CH2:28][O:29][C:30]1[CH:31]=[CH:32][C:33]([C:2]2[CH:3]=[CH:4][C:5]([N:16]3[CH2:20][CH2:19][CH2:18][CH:17]3[CH3:21])=[C:6](/[CH:8]=[C:9](\[CH3:15])/[C:10]([O:12][CH2:13][CH3:14])=[O:11])[CH:7]=2)=[CH:34][CH:35]=1)[CH2:23][CH2:24][CH3:25]. (6) The product is: [N+:1]([C:4]1[CH:12]=[C:11]2[C:7]([CH2:8][CH2:9][N:10]2[C:20](=[O:21])[CH2:19][C:14]2[CH:15]=[CH:16][CH:17]=[CH:18][N:13]=2)=[CH:6][CH:5]=1)([O-:3])=[O:2]. Given the reactants [N+:1]([C:4]1[CH:12]=[C:11]2[C:7]([CH2:8][CH2:9][NH:10]2)=[CH:6][CH:5]=1)([O-:3])=[O:2].[N:13]1[CH:18]=[CH:17][CH:16]=[CH:15][C:14]=1[CH2:19][C:20](OC)=[O:21], predict the reaction product. (7) Given the reactants [I:1][C:2]1[CH:3]=[C:4]([CH:6]=[C:7]([I:9])[CH:8]=1)[NH2:5].O.[N:11]([O-])=O.[Na+].O.O.Cl[Sn]Cl, predict the reaction product. The product is: [I:1][C:2]1[CH:3]=[C:4]([NH:5][NH2:11])[CH:6]=[C:7]([I:9])[CH:8]=1. (8) Given the reactants [F:1][C:2]1[CH:7]=[CH:6][C:5]([NH:8][C:9](=[O:29])[CH2:10][C:11]([NH:13][C:14]2[CH:19]=[CH:18][C:17]([O:20][C:21]3[CH:26]=[CH:25][N:24]=[C:23]([NH2:27])[CH:22]=3)=[CH:16][C:15]=2[F:28])=[O:12])=[CH:4][CH:3]=1.C(N(CC)CC)C.Cl[C:38](OC1C=CC=CC=1)=[O:39].[N:47]1([CH:53]2[CH2:58][CH2:57][NH:56][CH2:55][CH2:54]2)[CH2:52][CH2:51][CH2:50][CH2:49][CH2:48]1, predict the reaction product. The product is: [F:1][C:2]1[CH:3]=[CH:4][C:5]([NH:8][C:9](=[O:29])[CH2:10][C:11]([NH:13][C:14]2[CH:19]=[CH:18][C:17]([O:20][C:21]3[CH:26]=[CH:25][N:24]=[C:23]([NH:27][C:38]([N:56]4[CH2:57][CH2:58][CH:53]([N:47]5[CH2:52][CH2:51][CH2:50][CH2:49][CH2:48]5)[CH2:54][CH2:55]4)=[O:39])[CH:22]=3)=[CH:16][C:15]=2[F:28])=[O:12])=[CH:6][CH:7]=1. (9) The product is: [NH2:2][CH2:3][CH2:4][C:5]1[N:9]([C@@H:10]2[CH2:19][C:18]3[C:13](=[C:14]([F:21])[CH:15]=[C:16]([F:20])[CH:17]=3)[O:12][CH2:11]2)[C:8](=[S:22])[NH:7][CH:6]=1. Given the reactants Cl.[NH2:2][CH2:3][CH2:4][C:5]1[N:9]([C@@H:10]2[CH2:19][C:18]3[C:13](=[C:14]([F:21])[CH:15]=[C:16]([F:20])[CH:17]=3)[O:12][CH2:11]2)[C:8](=[S:22])[NH:7][CH:6]=1.CC(O)C.ClCCl.[OH-].[Na+], predict the reaction product. (10) The product is: [Cl:1][C:2]1[CH:3]=[C:4]([CH:7]=[CH:8][C:9]=1[N:11]1[CH2:16][CH2:15][O:14][CH2:13][CH2:12]1)[C:5]#[N:6]. Given the reactants [Cl:1][C:2]1[CH:3]=[C:4]([CH:7]=[CH:8][C:9]=1F)[C:5]#[N:6].[NH:11]1[CH2:16][CH2:15][O:14][CH2:13][CH2:12]1, predict the reaction product.